Dataset: Catalyst prediction with 721,799 reactions and 888 catalyst types from USPTO. Task: Predict which catalyst facilitates the given reaction. (1) Reactant: [F:1][C:2]1[C:7]([F:8])=[CH:6][CH:5]=[CH:4][C:3]=1[CH2:9][CH2:10][C:11]1[N:12]([CH2:22][C:23](O)=[O:24])[C:13]2[C:18]([C:19](=[O:21])[CH:20]=1)=[CH:17][CH:16]=[CH:15][N:14]=2.C(N1C=CN=C1)(N1C=CN=C1)=O.[CH3:38][C:39]([N:45]1[CH2:50][CH2:49][CH:48]([NH:51][CH2:52][C:53]2[CH:58]=[CH:57][C:56]([C:59]3[CH:64]=[CH:63][C:62]([C:65]([F:68])([F:67])[F:66])=[CH:61][CH:60]=3)=[CH:55][CH:54]=2)[CH2:47][CH2:46]1)([CH3:44])[C:40]([O:42][CH3:43])=[O:41]. Product: [F:1][C:2]1[C:7]([F:8])=[CH:6][CH:5]=[CH:4][C:3]=1[CH2:9][CH2:10][C:11]1[N:12]([CH2:22][C:23]([N:51]([CH2:52][C:53]2[CH:58]=[CH:57][C:56]([C:59]3[CH:60]=[CH:61][C:62]([C:65]([F:67])([F:68])[F:66])=[CH:63][CH:64]=3)=[CH:55][CH:54]=2)[CH:48]2[CH2:49][CH2:50][N:45]([C:39]([CH3:38])([CH3:44])[C:40]([O:42][CH3:43])=[O:41])[CH2:46][CH2:47]2)=[O:24])[C:13]2[C:18]([C:19](=[O:21])[CH:20]=1)=[CH:17][CH:16]=[CH:15][N:14]=2. The catalyst class is: 44. (2) Reactant: [C:1]([N:9]1[CH2:14][CH2:13][C:12](=O)[CH2:11][CH2:10]1)(=[O:8])[C:2]1[CH:7]=[CH:6][CH:5]=[CH:4][CH:3]=1.[C:16]([N:19]1[C:27]2[C:22](=[CH:23][CH:24]=[C:25]([NH2:28])[CH:26]=2)[CH2:21][CH2:20]1)(=[O:18])[CH3:17].CC(O)=O.[BH-](OC(C)=O)(OC(C)=O)OC(C)=O.[Na+]. Product: [C:1]([N:9]1[CH2:14][CH2:13][CH:12]([NH:28][C:25]2[CH:26]=[C:27]3[C:22]([CH2:21][CH2:20][N:19]3[C:16](=[O:18])[CH3:17])=[CH:23][CH:24]=2)[CH2:11][CH2:10]1)(=[O:8])[C:2]1[CH:7]=[CH:6][CH:5]=[CH:4][CH:3]=1. The catalyst class is: 2. (3) Reactant: [N+:1]([C:4]1[CH:12]=[CH:11][C:10]([O:13][CH2:14][CH2:15][CH3:16])=[CH:9][C:5]=1[C:6]([NH2:8])=[O:7])([O-])=O.[NH4+].[Cl-]. Product: [NH2:1][C:4]1[CH:12]=[CH:11][C:10]([O:13][CH2:14][CH2:15][CH3:16])=[CH:9][C:5]=1[C:6]([NH2:8])=[O:7]. The catalyst class is: 406. (4) Reactant: [Cl:1][C:2]1[CH:3]=[CH:4][C:5]2[O:9][C:8]([NH:10][CH2:11][C@@H:12]3[C@H:17]([CH3:18])[CH2:16][CH2:15][CH2:14][N:13]3C(OCC=C)=O)=[N:7][C:6]=2[CH:25]=1.N1CCOCC1. Product: [Cl:1][C:2]1[CH:3]=[CH:4][C:5]2[O:9][C:8]([NH:10][CH2:11][C@@H:12]3[C@H:17]([CH3:18])[CH2:16][CH2:15][CH2:14][NH:13]3)=[N:7][C:6]=2[CH:25]=1. The catalyst class is: 176. (5) Reactant: Cl.Cl.[C:3]([C:6]1[CH:7]=[CH:8][C:9]2[O:13][C:12]([CH:14]3[CH2:19][CH2:18][N:17]([C@@H:20]4[CH2:24][NH:23][C@H:22]([C:25]([N:27]5[CH2:31][CH2:30][S:29][CH2:28]5)=[O:26])[CH2:21]4)[CH2:16][CH2:15]3)=[N:11][C:10]=2[CH:32]=1)(O)=[O:4].Cl.[CH3:34][NH:35][CH3:36].C1C=C[C:40]2N(O)N=N[C:41]=2[CH:42]=1.[CH3:47]CN=C=NCCCN(C)C.Cl.[C:59](=[O:62])([O-])[OH:60].[Na+]. Product: [C:41]([O:60][C:59]([N:23]1[CH2:24][C@@H:20]([N:17]2[CH2:18][CH2:19][CH:14]([C:12]3[O:13][C:9]4[CH:8]=[CH:7][C:6]([C:3](=[O:4])[N:35]([CH3:36])[CH3:34])=[CH:32][C:10]=4[N:11]=3)[CH2:15][CH2:16]2)[CH2:21][C@H:22]1[C:25]([N:27]1[CH2:31][CH2:30][S:29][CH2:28]1)=[O:26])=[O:62])([CH3:40])([CH3:42])[CH3:47]. The catalyst class is: 338. (6) Reactant: Cl.Cl.Cl.Cl.[C@H:5]12[CH2:11][C@H:8]([CH2:9][CH2:10]1)[C@@H:7]([C:12]1[NH:13][C:14]([C:17]3[CH:22]=[CH:21][C:20]([C:23]4[CH:24]=[C:25]5[C:30](=[CH:31][CH:32]=4)[CH:29]=[C:28]([C:33]4[NH:37][C:36]([C@@H:38]6[CH2:44][C:41]7([CH2:43][CH2:42]7)[CH2:40][N:39]6[C:45](=[O:55])[C@@H:46]([NH:50][C:51](=[O:54])[O:52][CH3:53])[CH:47]([CH3:49])[CH3:48])=[N:35][CH:34]=4)[CH:27]=[CH:26]5)=[CH:19][CH:18]=3)=[CH:15][N:16]=1)[NH:6]2.[F:56][CH:57]([F:70])[O:58][CH2:59][CH2:60][C@H:61]([NH:65][C:66]([O:68][CH3:69])=[O:67])[C:62](O)=[O:63].Cl.CN(C)CCCN=C=NCC.O.OC1C2N=NNC=2C=CC=1.CN1CCOCC1. Product: [CH3:53][O:52][C:51](=[O:54])[NH:50][C@@H:46]([CH:47]([CH3:49])[CH3:48])[C:45]([N:39]1[C@H:38]([C:36]2[NH:37][C:33]([C:28]3[CH:27]=[CH:26][C:25]4[C:30](=[CH:31][CH:32]=[C:23]([C:20]5[CH:19]=[CH:18][C:17]([C:14]6[NH:13][C:12]([C@@H:7]7[C@@H:8]8[CH2:11][C@@H:5]([CH2:10][CH2:9]8)[N:6]7[C:62](=[O:63])[C@@H:61]([NH:65][C:66]([O:68][CH3:69])=[O:67])[CH2:60][CH2:59][O:58][CH:57]([F:70])[F:56])=[N:16][CH:15]=6)=[CH:22][CH:21]=5)[CH:24]=4)[CH:29]=3)=[CH:34][N:35]=2)[CH2:44][C:41]2([CH2:42][CH2:43]2)[CH2:40]1)=[O:55]. The catalyst class is: 9.